From a dataset of Forward reaction prediction with 1.9M reactions from USPTO patents (1976-2016). Predict the product of the given reaction. (1) The product is: [F:21][C:15]1([C:18](=[O:19])[NH:30][C:26]2([CH3:25])[CH2:29][CH2:28][CH2:27]2)[CH2:16][CH2:17][N:12]([CH:10]2[CH2:11][C:8]3([CH2:22][CH2:23][N:6]([C:4]([O:3][CH2:1][CH3:2])=[O:5])[CH2:7]3)[CH2:9]2)[CH2:13][CH2:14]1. Given the reactants [CH2:1]([O:3][C:4]([N:6]1[CH2:23][CH2:22][C:8]2([CH2:11][CH:10]([N:12]3[CH2:17][CH2:16][C:15]([F:21])([C:18](O)=[O:19])[CH2:14][CH2:13]3)[CH2:9]2)[CH2:7]1)=[O:5])[CH3:2].Cl.[CH3:25][C:26]1([NH2:30])[CH2:29][CH2:28][CH2:27]1.CCN(C(C)C)C(C)C, predict the reaction product. (2) Given the reactants Cl.Cl.[CH3:3][C:4]1[N:8]([CH3:9])[C:7]([C:10]2[CH:11]=[C:12]([NH:16][C:17]([NH2:19])=[NH:18])[CH:13]=[CH:14][CH:15]=2)=[CH:6][N:5]=1.CN([CH:23]=[C:24]1[CH2:33][CH2:32][C:31]2[C:26](=[CH:27][CH:28]=[CH:29][C:30]=2[O:34][CH3:35])[C:25]1=O)C.N1C=CC=CC=1, predict the reaction product. The product is: [CH3:3][C:4]1[N:8]([CH3:9])[C:7]([C:10]2[CH:11]=[C:12]([NH:16][C:17]3[N:19]=[CH:23][C:24]4[CH2:33][CH2:32][C:31]5[C:30]([O:34][CH3:35])=[CH:29][CH:28]=[CH:27][C:26]=5[C:25]=4[N:18]=3)[CH:13]=[CH:14][CH:15]=2)=[CH:6][N:5]=1. (3) Given the reactants C(O[C:4]([C:6]1[C:7]2[S:15][CH:14]=[C:13]([CH2:16][O:17][C:18]3[CH:23]=[C:22]([C:24]4[N:25]=[N:26][N:27]([CH2:29][C:30]5[CH:35]=[CH:34][C:33]([Cl:36])=[CH:32][CH:31]=5)[CH:28]=4)[CH:21]=[CH:20][C:19]=3[CH3:37])[C:8]=2[C:9]([NH2:12])=[N:10][CH:11]=1)=[O:5])C.[CH2:38]([CH2:40][NH2:41])[OH:39], predict the reaction product. The product is: [OH:39][CH2:38][CH2:40][NH:41][C:4]([C:6]1[C:7]2[S:15][CH:14]=[C:13]([CH2:16][O:17][C:18]3[CH:23]=[C:22]([C:24]4[N:25]=[N:26][N:27]([CH2:29][C:30]5[CH:31]=[CH:32][C:33]([Cl:36])=[CH:34][CH:35]=5)[CH:28]=4)[CH:21]=[CH:20][C:19]=3[CH3:37])[C:8]=2[C:9]([NH2:12])=[N:10][CH:11]=1)=[O:5]. (4) The product is: [NH:19]1[C:14]2[CH:15]=[CH:16][CH:17]=[CH:18][C:13]=2[N:20]=[C:9]1[CH2:8][C:5]1[CH:6]=[CH:7][C:2]([OH:1])=[CH:3][CH:4]=1. Given the reactants [OH:1][C:2]1[CH:7]=[CH:6][C:5]([CH2:8][C:9](OC)=O)=[CH:4][CH:3]=1.[C:13]1([NH2:20])[C:14]([NH2:19])=[CH:15][CH:16]=[CH:17][CH:18]=1, predict the reaction product. (5) Given the reactants FC(F)(F)S(O[C:7]1[CH2:12][CH2:11][N:10]([C:13]([O:15][C:16]([CH3:19])([CH3:18])[CH3:17])=[O:14])[CH2:9][CH:8]=1)(=O)=O.[Cl:22][C:23]1[CH:28]=[CH:27][C:26]([F:29])=[CH:25][C:24]=1B(O)O.C([O-])([O-])=O.[Na+].[Na+], predict the reaction product. The product is: [Cl:22][C:23]1[CH:28]=[CH:27][C:26]([F:29])=[CH:25][C:24]=1[C:7]1[CH2:12][CH2:11][N:10]([C:13]([O:15][C:16]([CH3:17])([CH3:18])[CH3:19])=[O:14])[CH2:9][CH:8]=1. (6) Given the reactants [CH2:1](Br)[C:2]#[CH:3].C([O-])([O-])=O.[K+].[K+].[CH2:11]([NH:29][CH2:30][CH2:31][CH2:32][CH2:33][OH:34])[CH2:12][CH2:13][CH2:14][CH2:15][CH2:16][CH2:17][CH2:18][CH2:19][CH2:20][CH2:21][CH2:22][CH2:23][CH2:24][CH2:25][CH2:26][CH2:27][CH3:28], predict the reaction product. The product is: [CH2:11]([N:29]([CH2:3][C:2]#[CH:1])[CH2:30][CH2:31][CH2:32][CH2:33][OH:34])[CH2:12][CH2:13][CH2:14][CH2:15][CH2:16][CH2:17][CH2:18][CH2:19][CH2:20][CH2:21][CH2:22][CH2:23][CH2:24][CH2:25][CH2:26][CH2:27][CH3:28].